Dataset: Catalyst prediction with 721,799 reactions and 888 catalyst types from USPTO. Task: Predict which catalyst facilitates the given reaction. (1) Reactant: CCN=C=NCCCN(C)C.C1C=CC2N(O)N=NC=2C=1.[CH3:22][C:23]1[CH:24]=[C:25]([C:33]([OH:35])=O)[CH:26]=[N:27][C:28]=1[O:29][CH:30]([CH3:32])[CH3:31].O[NH:37]/[C:38](=[N:55]\[H])/[C:39]1[CH:47]=[C:46]2[C:42]([C:43]([CH2:48][CH2:49][C:50]([O:52][CH2:53][CH3:54])=[O:51])=[CH:44][NH:45]2)=[CH:41][CH:40]=1.CCCC[N+](CCCC)(CCCC)CCCC.[F-]. The catalyst class is: 1. Product: [CH3:22][C:23]1[CH:24]=[C:25]([C:33]2[O:35][N:55]=[C:38]([C:39]3[CH:47]=[C:46]4[C:42]([C:43]([CH2:48][CH2:49][C:50]([O:52][CH2:53][CH3:54])=[O:51])=[CH:44][NH:45]4)=[CH:41][CH:40]=3)[N:37]=2)[CH:26]=[N:27][C:28]=1[O:29][CH:30]([CH3:31])[CH3:32]. (2) Reactant: [CH3:1][C:2]1[C:3]([C:22]2[CH:27]=[CH:26][CH:25]=[CH:24][CH:23]=2)=[C:4]([O:14][C:15]2[CH:21]=[CH:20][C:18]([NH2:19])=[CH:17][CH:16]=2)[C:5]2[C:10]([CH:11]=1)=[CH:9][C:8]([O:12][CH3:13])=[CH:7][CH:6]=2.CCN(CC)CC.[F:35][C:36]([F:43])([F:42])[CH2:37][S:38](Cl)(=[O:40])=[O:39]. Product: [F:35][C:36]([F:43])([F:42])[CH2:37][S:38]([NH:19][C:18]1[CH:20]=[CH:21][C:15]([O:14][C:4]2[C:5]3[C:10](=[CH:9][C:8]([O:12][CH3:13])=[CH:7][CH:6]=3)[CH:11]=[C:2]([CH3:1])[C:3]=2[C:22]2[CH:27]=[CH:26][CH:25]=[CH:24][CH:23]=2)=[CH:16][CH:17]=1)(=[O:40])=[O:39]. The catalyst class is: 79.